Task: Predict the reactants needed to synthesize the given product.. Dataset: Full USPTO retrosynthesis dataset with 1.9M reactions from patents (1976-2016) (1) The reactants are: [CH2:1](Br)[C:2]1[CH:7]=[CH:6][CH:5]=[CH:4][CH:3]=1.C(=O)([O-])[O-].[K+].[K+].[NH:15]1[C:23]2[C:18](=[CH:19][C:20]([OH:24])=[CH:21][CH:22]=2)[CH:17]=[N:16]1.O. Given the product [CH2:1]([O:24][C:20]1[CH:19]=[C:18]2[C:23](=[CH:22][CH:21]=1)[NH:15][N:16]=[CH:17]2)[C:2]1[CH:7]=[CH:6][CH:5]=[CH:4][CH:3]=1, predict the reactants needed to synthesize it. (2) Given the product [C:2]1([N:1]=[N:8][C:19]2[CH:18]=[C:17]([S:16][CH2:12][CH2:13][CH2:14][CH3:15])[C:26]3[C:21](=[CH:22][CH:23]=[CH:24][CH:25]=3)[C:20]=2[OH:27])[CH:7]=[CH:6][CH:5]=[CH:4][CH:3]=1, predict the reactants needed to synthesize it. The reactants are: [NH2:1][C:2]1[CH:7]=[CH:6][CH:5]=[CH:4][CH:3]=1.[N:8]([O-])=O.[Na+].[CH2:12]([S:16][C:17]1[C:26]2[C:21](=[CH:22][CH:23]=[CH:24][CH:25]=2)[C:20]([OH:27])=[CH:19][CH:18]=1)[CH2:13][CH2:14][CH3:15]. (3) Given the product [ClH:1].[NH2:47][CH2:46][C@H:43]1[CH2:44][CH2:45][C@H:40]([C:38]([NH:37][C@@H:22]([CH2:21][C:17]2[CH:16]=[C:15]([C:11]3[CH:12]=[CH:13][CH:14]=[C:9]([S:6](=[O:7])(=[O:8])[NH:5][CH:2]4[CH2:4][CH2:3]4)[CH:10]=3)[CH:20]=[CH:19][CH:18]=2)[C:23](=[O:36])[NH:24][C:25]2[CH:26]=[CH:27][C:28]([C:31]3[NH:32][N:33]=[N:34][N:35]=3)=[CH:29][CH:30]=2)=[O:39])[CH2:41][CH2:42]1, predict the reactants needed to synthesize it. The reactants are: [ClH:1].[CH:2]1([NH:5][S:6]([C:9]2[CH:10]=[C:11]([C:15]3[CH:20]=[CH:19][CH:18]=[C:17]([CH2:21][C@H:22]([NH:37][C:38]([C@H:40]4[CH2:45][CH2:44][C@H:43]([CH2:46][NH:47]C(=O)OC(C)(C)C)[CH2:42][CH2:41]4)=[O:39])[C:23](=[O:36])[NH:24][C:25]4[CH:30]=[CH:29][C:28]([C:31]5[NH:35][N:34]=[N:33][N:32]=5)=[CH:27][CH:26]=4)[CH:16]=3)[CH:12]=[CH:13][CH:14]=2)(=[O:8])=[O:7])[CH2:4][CH2:3]1.C(#N)C. (4) Given the product [NH2:1][C:2]1[N:3]=[CH:4][C:5]([C:16]#[C:15][CH2:14][OH:17])=[CH:6][CH:7]=1, predict the reactants needed to synthesize it. The reactants are: [NH2:1][C:2]1[CH:7]=[CH:6][C:5](Br)=[CH:4][N:3]=1.N1CCCC1.[CH2:14]([OH:17])[C:15]#[CH:16]. (5) Given the product [I:9][C:10]1[CH:11]=[C:12]([CH:13]2[C:21]([C:22]([O:24][CH3:25])=[O:23])=[C:20]([CH3:26])[NH:19][C:5]3[CH2:6][O:1][CH2:2][C:3](=[O:8])[C:4]2=3)[CH:15]=[CH:16][C:17]=1[CH3:18], predict the reactants needed to synthesize it. The reactants are: [O:1]1[CH2:6][C:5](=O)[CH2:4][C:3](=[O:8])[CH2:2]1.[I:9][C:10]1[CH:11]=[C:12]([CH:15]=[CH:16][C:17]=1[CH3:18])[CH:13]=O.[NH2:19]/[C:20](/[CH3:26])=[CH:21]\[C:22]([O:24][CH3:25])=[O:23].